This data is from Forward reaction prediction with 1.9M reactions from USPTO patents (1976-2016). The task is: Predict the product of the given reaction. Given the reactants C(N(C(C)C)CC)(C)C.[Cl:10][C:11]1[CH:12]=[C:13]([S:18](Cl)(=[O:20])=[O:19])[CH:14]=[C:15]([Cl:17])[CH:16]=1.[CH3:22][N:23]([C:44](=[O:49])[CH2:45][CH2:46][NH:47][CH3:48])[CH2:24][CH2:25][C:26]1[CH:31]=[CH:30][C:29]([C:32]2[N:33](C(OC(C)(C)C)=O)[CH2:34][CH2:35][N:36]=2)=[CH:28][CH:27]=1.[F:50][C:51]([F:56])([F:55])[C:52]([OH:54])=[O:53], predict the reaction product. The product is: [F:50][C:51]([F:56])([F:55])[C:52]([OH:54])=[O:53].[Cl:10][C:11]1[CH:12]=[C:13]([S:18]([CH2:48][NH:47][CH2:46][CH2:45][C:44]([N:23]([CH2:24][CH2:25][C:26]2[CH:27]=[CH:28][C:29]([C:32]3[NH:36][CH2:35][CH2:34][N:33]=3)=[CH:30][CH:31]=2)[CH3:22])=[O:49])(=[O:20])=[O:19])[CH:14]=[C:15]([Cl:17])[CH:16]=1.